From a dataset of Forward reaction prediction with 1.9M reactions from USPTO patents (1976-2016). Predict the product of the given reaction. (1) The product is: [CH3:22][O:23][C:24](=[O:37])[CH2:25][CH2:26][C:27]1[CH:32]=[C:31]([CH3:33])[C:30]([C:34]2[NH:1][C:2]3[CH:3]=[C:4]([C:5](=[O:6])[NH:7][C:8]4[C:17]5[C:12](=[CH:13][CH:14]=[CH:15][CH:16]=5)[CH:11]=[CH:10][N:9]=4)[CH:18]=[CH:19][C:20]=3[N:21]=2)=[C:29]([CH3:36])[CH:28]=1. Given the reactants [NH2:1][C:2]1[CH:3]=[C:4]([CH:18]=[CH:19][C:20]=1[NH2:21])[C:5]([NH:7][C:8]1[C:17]2[C:12](=[CH:13][CH:14]=[CH:15][CH:16]=2)[CH:11]=[CH:10][N:9]=1)=[O:6].[CH3:22][O:23][C:24](=[O:37])[CH2:25][CH2:26][C:27]1[CH:32]=[C:31]([CH3:33])[C:30]([CH:34]=O)=[C:29]([CH3:36])[CH:28]=1.OOS([O-])=O.[K+].O, predict the reaction product. (2) Given the reactants [C:1]([O:5][C:6](=[O:21])[NH:7][C:8]1[CH:13]=[C:12]([NH:14][CH2:15][CH:16]([CH3:18])[CH3:17])[C:11]([Cl:19])=[CH:10][C:9]=1[NH2:20])([CH3:4])([CH3:3])[CH3:2].C([O:26][C:27](=O)[CH2:28][C:29](=[O:42])[C:30]1[CH:35]=[CH:34][CH:33]=[C:32]([C:36]2[CH:37]=[N:38][CH:39]=[N:40][CH:41]=2)[CH:31]=1)(C)(C)C, predict the reaction product. The product is: [C:1]([O:5][C:6](=[O:21])[NH:7][C:8]1[CH:13]=[C:12]([NH:14][CH2:15][CH:16]([CH3:17])[CH3:18])[C:11]([Cl:19])=[CH:10][C:9]=1[NH:20][C:27](=[O:26])[CH2:28][C:29](=[O:42])[C:30]1[CH:35]=[CH:34][CH:33]=[C:32]([C:36]2[CH:41]=[N:40][CH:39]=[N:38][CH:37]=2)[CH:31]=1)([CH3:3])([CH3:2])[CH3:4]. (3) Given the reactants [F:1][C:2]1([F:22])[CH2:5][CH:4]([NH:6][C:7](=[O:21])[C:8]2[CH:13]=[CH:12][CH:11]=[C:10]([CH2:14][N:15]3[CH2:20][CH2:19][NH:18][CH2:17][CH2:16]3)[CH:9]=2)[CH2:3]1.[NH2:23][C:24]1[CH:32]=[CH:31][C:27]([C:28](O)=[O:29])=[CH:26][C:25]=1[F:33].C(N(CC)CC)C.CCCP1(OP(CCC)(=O)OP(CCC)(=O)O1)=O, predict the reaction product. The product is: [NH2:23][C:24]1[CH:32]=[CH:31][C:27]([C:28]([N:18]2[CH2:17][CH2:16][N:15]([CH2:14][C:10]3[CH:9]=[C:8]([CH:13]=[CH:12][CH:11]=3)[C:7]([NH:6][CH:4]3[CH2:5][C:2]([F:1])([F:22])[CH2:3]3)=[O:21])[CH2:20][CH2:19]2)=[O:29])=[CH:26][C:25]=1[F:33]. (4) The product is: [CH3:15][CH:14]([CH3:16])[CH2:13][C:12]([C:17]1[O:18][CH:19]=[CH:20][C:21]=1[C:22]([O:24][CH2:25][Si:26]([CH3:29])([CH3:27])[CH3:28])=[O:23])=[O:11]. Given the reactants CS(C)=O.C(Cl)(=O)C(Cl)=O.[OH:11][CH:12]([C:17]1[O:18][CH:19]=[CH:20][C:21]=1[C:22]([O:24][CH2:25][Si:26]([CH3:29])([CH3:28])[CH3:27])=[O:23])[CH2:13][CH:14]([CH3:16])[CH3:15].C(N(CC)CC)C, predict the reaction product. (5) Given the reactants [CH3:1][O:2][C:3]([C:5]1[C:13]2[O:12][C:11]([C:14]([OH:16])=O)=[CH:10][C:9]=2[CH:8]=[CH:7][CH:6]=1)=[O:4].C(Cl)(=O)C([Cl:20])=O, predict the reaction product. The product is: [Cl:20][C:14]([C:11]1[O:12][C:13]2[C:5]([C:3]([O:2][CH3:1])=[O:4])=[CH:6][CH:7]=[CH:8][C:9]=2[CH:10]=1)=[O:16]. (6) Given the reactants [Br:1][C:2]1[CH:23]=[CH:22][C:5]([CH2:6][C:7]2[CH:8]=[N:9][C:10]3[N:11]([N:13]=[CH:14][C:15]=3[C:16]([NH:18][CH2:19][CH2:20][OH:21])=[O:17])[CH:12]=2)=[CH:4][CH:3]=1.[OH-].[K+].[C:26]([NH2:30])(=[O:29])[CH:27]=[CH2:28], predict the reaction product. The product is: [NH2:30][C:26](=[O:29])[CH2:27][CH2:28][O:21][CH2:20][CH2:19][NH:18][C:16]([C:15]1[CH:14]=[N:13][N:11]2[CH:12]=[C:7]([CH2:6][C:5]3[CH:4]=[CH:3][C:2]([Br:1])=[CH:23][CH:22]=3)[CH:8]=[N:9][C:10]=12)=[O:17]. (7) Given the reactants [Br:1][C:2]1[CH:10]=[CH:9][CH:8]=[C:7]([F:11])[C:3]=1[C:4]([OH:6])=O.C(Cl)(=O)C(Cl)=O.[OH:18][CH2:19][CH:20]1[NH:25][CH2:24][CH2:23][N:22]([C:26]([O:28][C:29]([CH3:32])([CH3:31])[CH3:30])=[O:27])[CH2:21]1.C(N(CC)CC)C, predict the reaction product. The product is: [Br:1][C:2]1[CH:10]=[CH:9][CH:8]=[C:7]([F:11])[C:3]=1[C:4]([N:25]1[CH2:24][CH2:23][N:22]([C:26]([O:28][C:29]([CH3:30])([CH3:31])[CH3:32])=[O:27])[CH2:21][CH:20]1[CH2:19][OH:18])=[O:6]. (8) Given the reactants [NH:1]1[C:9]2[C:4](=[CH:5][CH:6]=[CH:7][CH:8]=2)[C:3]([CH2:10][C@H:11]([NH2:28])[CH2:12][O:13][C:14]2[CH:15]=[N:16][CH:17]=[C:18]([C:20]#[C:21][C:22]3[CH:27]=[CH:26][N:25]=[CH:24][CH:23]=3)[CH:19]=2)=[CH:2]1.N1C2C(=CC=CC=2)C=CC=1, predict the reaction product. The product is: [NH:1]1[C:9]2[C:4](=[CH:5][CH:6]=[CH:7][CH:8]=2)[C:3]([CH2:10][C@H:11]([NH2:28])[CH2:12][O:13][C:14]2[CH:15]=[N:16][CH:17]=[C:18](/[CH:20]=[CH:21]\[C:22]3[CH:23]=[CH:24][N:25]=[CH:26][CH:27]=3)[CH:19]=2)=[CH:2]1.